From a dataset of Reaction yield outcomes from USPTO patents with 853,638 reactions. Predict the reaction yield, written as a fraction of the theoretical maximum amount of product (1.0 means a 100% yield; for example, 0.34 means a 34% yield). (1) The reactants are O.[NH2:2][NH2:3].[CH3:4][O:5][C:6](=O)[C:7]([NH:9][C:10]1[CH:27]=[CH:26][C:13]([O:14][C@@H:15]2[CH2:20][CH2:19][C@H:18]([C:21]([O:23][CH2:24][CH3:25])=[O:22])[CH2:17][CH2:16]2)=[CH:12][CH:11]=1)=[O:8].[F:29][C:30]1[CH:35]=[C:34]([F:36])[C:33]([F:37])=[CH:32][C:31]=1[N:38]=C=S.CCN=C=NCCCN(C)C. The catalyst is CCO.CC(N(C)C)=O.O.C(OCC)C. The product is [F:29][C:30]1[CH:35]=[C:34]([F:36])[C:33]([F:37])=[CH:32][C:31]=1[NH:38][C:4]1[O:5][C:6]([C:7]([NH:9][C:10]2[CH:27]=[CH:26][C:13]([O:14][C@@H:15]3[CH2:20][CH2:19][C@H:18]([C:21]([O:23][CH2:24][CH3:25])=[O:22])[CH2:17][CH2:16]3)=[CH:12][CH:11]=2)=[O:8])=[N:3][N:2]=1. The yield is 0.810. (2) The reactants are S(=O)(=O)(O)[OH:2].N(=[CH:8][C:9]([NH:11][C:12]1[CH:19]=[CH:18][C:15]([O:16][CH3:17])=[CH:14][CH:13]=1)=[O:10])O. The catalyst is O. The product is [CH3:17][O:16][C:15]1[CH:14]=[C:13]2[C:12](=[CH:19][CH:18]=1)[NH:11][C:9](=[O:10])[C:8]2=[O:2]. The yield is 0.650. (3) The yield is 0.980. The product is [CH3:18][O:11][C:10](=[O:12])[CH2:9][C:6]1[CH:5]=[CH:4][C:3]([S:2][CH3:1])=[CH:8][CH:7]=1. The reactants are [CH3:1][S:2][C:3]1[CH:8]=[CH:7][C:6]([CH2:9][C:10]([OH:12])=[O:11])=[CH:5][CH:4]=1.S(=O)(=O)(O)O.[CH3:18]O. No catalyst specified. (4) The reactants are [C:1]([NH:9][C:10]1[N:15]=[CH:14][C:13]([CH:16]([CH3:20])[C:17]([OH:19])=O)=[CH:12][CH:11]=1)(=[O:8])[C:2]1[CH:7]=[CH:6][CH:5]=[CH:4][CH:3]=1.ON1C2C=CC=CC=2N=N1.C(N=C=NCCCN(C)C)C.C(N(CC)CC)C.[C:49]([C:53]1[CH:57]=[C:56]([CH2:58][NH2:59])[N:55]([C:60]2[CH:65]=[CH:64][CH:63]=[C:62]([Cl:66])[CH:61]=2)[N:54]=1)([CH3:52])([CH3:51])[CH3:50]. The catalyst is CN(C)C=O.O. The product is [C:49]([C:53]1[CH:57]=[C:56]([CH2:58][NH:59][C:17](=[O:19])[CH:16]([C:13]2[CH:12]=[CH:11][C:10]([NH:9][C:1](=[O:8])[C:2]3[CH:3]=[CH:4][CH:5]=[CH:6][CH:7]=3)=[N:15][CH:14]=2)[CH3:20])[N:55]([C:60]2[CH:65]=[CH:64][CH:63]=[C:62]([Cl:66])[CH:61]=2)[N:54]=1)([CH3:52])([CH3:50])[CH3:51]. The yield is 0.690. (5) The reactants are [CH:1]1([C:4]2[CH:5]=[CH:6][C:7]([C:15]([OH:17])=O)=[N:8][C:9]=2[O:10][CH2:11][CH:12]2[CH2:14][CH2:13]2)[CH2:3][CH2:2]1.Cl.[F:19][C@H:20]1[CH2:24][NH:23][C@H:22]([C:25]([NH2:27])=[O:26])[CH2:21]1. No catalyst specified. The product is [CH:1]1([C:4]2[CH:5]=[CH:6][C:7]([C:15]([N:23]3[CH2:24][C@H:20]([F:19])[CH2:21][C@H:22]3[C:25]([NH2:27])=[O:26])=[O:17])=[N:8][C:9]=2[O:10][CH2:11][CH:12]2[CH2:13][CH2:14]2)[CH2:2][CH2:3]1. The yield is 0.730. (6) The reactants are COC1C=CC(OC)=CC=1C[NH:6][C:7]1[N:12]=[C:11]([O:13][C:14]2[CH:15]=[C:16]([CH3:28])[C:17]3[CH:21]([CH2:22][C:23]([OH:25])=[O:24])[O:20][B:19]([OH:26])[C:18]=3[CH:27]=2)[CH:10]=[CH:9][N:8]=1.FC(F)(F)C(O)=O. The catalyst is C(Cl)Cl. The product is [CH:23]([OH:25])=[O:24].[NH2:6][C:7]1[N:12]=[C:11]([O:13][C:14]2[CH:15]=[C:16]([CH3:28])[C:17]3[CH:21]([CH2:22][C:23]([OH:25])=[O:24])[O:20][B:19]([OH:26])[C:18]=3[CH:27]=2)[CH:10]=[CH:9][N:8]=1. The yield is 0.460. (7) The reactants are [Cl:1][C:2]1[CH:3]=[C:4]2[C:8](=[CH:9][CH:10]=1)[N:7]([C:11]1[N:15]([CH3:16])[N:14]=[C:13]([CH3:17])[C:12]=1[CH:18]=[O:19])[CH:6]=[CH:5]2.[BH4-].[Na+].O. The catalyst is O1CCCC1.CO. The product is [Cl:1][C:2]1[CH:3]=[C:4]2[C:8](=[CH:9][CH:10]=1)[N:7]([C:11]1[N:15]([CH3:16])[N:14]=[C:13]([CH3:17])[C:12]=1[CH2:18][OH:19])[CH:6]=[CH:5]2. The yield is 0.970. (8) The reactants are [NH2:1][C:2]1[CH:7]=[CH:6][C:5]([C:8]2[CH:13]=[CH:12][C:11]([CH:14]3[O:19][CH2:18][CH:17]([CH2:20][C:21]([O:23][CH3:24])=[O:22])[CH2:16][CH2:15]3)=[CH:10][CH:9]=2)=[CH:4][CH:3]=1.C([N:34]1[CH:39]=[CH:38][CH:37]=[CH:36][C:35]1=[O:40])([N:34]1[CH:39]=[CH:38][CH:37]=[CH:36][C:35]1=[O:40])=S.C1([C:45]([NH:47]N)=O)CCC1.C(Cl)CCl. The catalyst is ClCCl. The product is [CH:36]1([C:35]2[O:40][C:45]([NH:1][C:2]3[CH:7]=[CH:6][C:5]([C:8]4[CH:13]=[CH:12][C:11]([CH:14]5[O:19][CH2:18][CH:17]([CH2:20][C:21]([O:23][CH3:24])=[O:22])[CH2:16][CH2:15]5)=[CH:10][CH:9]=4)=[CH:4][CH:3]=3)=[N:47][N:34]=2)[CH2:37][CH2:38][CH2:39]1. The yield is 0.550. (9) The reactants are [NH:1]1[C:5]2[CH:6]=[CH:7][C:8]([C:10]([OH:12])=O)=[CH:9][C:4]=2[N:3]=[CH:2]1.[CH3:13][O:14][C:15]1[CH:28]=[CH:27][C:18]2[C@@H:19]3[C@H:24]([CH2:25][CH2:26][C:17]=2[CH:16]=1)[NH:23][CH2:22][CH2:21][CH2:20]3. No catalyst specified. The product is [NH:1]1[C:5]2[CH:6]=[CH:7][C:8]([C:10]([N:23]3[C@@H:24]4[C@@H:19]([C:18]5[CH:27]=[CH:28][C:15]([O:14][CH3:13])=[CH:16][C:17]=5[CH2:26][CH2:25]4)[CH2:20][CH2:21][CH2:22]3)=[O:12])=[CH:9][C:4]=2[N:3]=[CH:2]1. The yield is 0.780.